This data is from Reaction yield outcomes from USPTO patents with 853,638 reactions. The task is: Predict the reaction yield, written as a fraction of the theoretical maximum amount of product (1.0 means a 100% yield; for example, 0.34 means a 34% yield). (1) The reactants are Cl[C:2]1[N:7]=[C:6]([N:8]2[CH2:13][CH2:12][O:11][CH2:10][CH2:9]2)[N:5]=[C:4]([N:14]2[C:18]3[CH:19]=[CH:20][CH:21]=[C:22]([O:23][CH3:24])[C:17]=3[N:16]=[C:15]2[CH:25]([F:27])[F:26])[N:3]=1.[CH3:28][N:29]([CH:37]1[CH2:42][CH2:41][NH:40][CH2:39][CH2:38]1)[C:30](=[O:36])[O:31][C:32]([CH3:35])([CH3:34])[CH3:33]. No catalyst specified. The product is [F:26][CH:25]([F:27])[C:15]1[N:14]([C:4]2[N:5]=[C:6]([N:8]3[CH2:13][CH2:12][O:11][CH2:10][CH2:9]3)[N:7]=[C:2]([N:40]3[CH2:39][CH2:38][CH:37]([N:29]([CH3:28])[C:30](=[O:36])[O:31][C:32]([CH3:33])([CH3:34])[CH3:35])[CH2:42][CH2:41]3)[N:3]=2)[C:18]2[CH:19]=[CH:20][CH:21]=[C:22]([O:23][CH3:24])[C:17]=2[N:16]=1. The yield is 0.930. (2) The reactants are [NH2:1][C:2](=O)[CH2:3][C:4]1[C:5]([Cl:33])=[N:6][C:7]([CH2:13][C:14]2[CH:19]=[CH:18][CH:17]=[CH:16][C:15]=2[C:20]2[C:29]3[C:24](=[CH:25][CH:26]=[CH:27][CH:28]=3)[CH:23]=[C:22]([C:30]([NH2:32])=[O:31])[CH:21]=2)=[N:8][C:9]=1[N:10]([CH3:12])[CH3:11].FC(F)(F)C(OC(=O)C(F)(F)F)=O. The catalyst is N1C=CC=CC=1. The product is [Cl:33][C:5]1[C:4]([CH2:3][C:2]#[N:1])=[C:9]([N:10]([CH3:12])[CH3:11])[N:8]=[C:7]([CH2:13][C:14]2[CH:19]=[CH:18][CH:17]=[CH:16][C:15]=2[C:20]2[C:29]3[C:24](=[CH:25][CH:26]=[CH:27][CH:28]=3)[CH:23]=[C:22]([C:30]([NH2:32])=[O:31])[CH:21]=2)[N:6]=1. The yield is 1.00. (3) The reactants are [Br:1]N1C(=O)CCC1=O.[CH:9]1[C:14]2[NH:15][C:16]3[C:21]([C:13]=2[CH:12]=[C:11]([C:22]([O:24][CH2:25][CH3:26])=[O:23])[N:10]=1)=[CH:20][CH:19]=[CH:18][CH:17]=3. The catalyst is C(O)(=O)C. The product is [Br:1][C:19]1[CH:20]=[C:21]2[C:16](=[CH:17][CH:18]=1)[NH:15][C:14]1[CH:9]=[N:10][C:11]([C:22]([O:24][CH2:25][CH3:26])=[O:23])=[CH:12][C:13]2=1. The yield is 0.980. (4) The reactants are [CH3:1][C:2]1[N:3]=[CH:4][S:5][C:6]=1[C:7]([OH:9])=O.O1CCCC1.C(Cl)(=O)C(Cl)=O.[NH2:21][C:22]1[CH:23]=[C:24]([CH:41]=[CH:42][CH:43]=1)[O:25][C:26]1[CH:27]=[CH:28][C:29]2[N:30]([N:32]=[C:33]([NH:35][C:36]([CH:38]3[CH2:40][CH2:39]3)=[O:37])[N:34]=2)[CH:31]=1. The product is [CH:38]1([C:36]([NH:35][C:33]2[N:34]=[C:29]3[CH:28]=[CH:27][C:26]([O:25][C:24]4[CH:23]=[C:22]([NH:21][C:7]([C:6]5[S:5][CH:4]=[N:3][C:2]=5[CH3:1])=[O:9])[CH:43]=[CH:42][CH:41]=4)=[CH:31][N:30]3[N:32]=2)=[O:37])[CH2:39][CH2:40]1. The yield is 0.610. The catalyst is CN(C)C=O.CN(C)C(=O)C.